Dataset: Forward reaction prediction with 1.9M reactions from USPTO patents (1976-2016). Task: Predict the product of the given reaction. (1) The product is: [Br:12][C:13]1[CH:14]=[C:15]2[C:19](=[CH:20][CH:21]=1)[C:18]([CH:2]1[S:3][CH2:4][CH2:5][CH2:6][S:1]1)([OH:22])[CH2:17][CH2:16]2. Given the reactants [S:1]1[CH2:6][CH2:5][CH2:4][S:3][CH2:2]1.C([Li])CCC.[Br:12][C:13]1[CH:14]=[C:15]2[C:19](=[CH:20][CH:21]=1)[C:18](=[O:22])[CH2:17][CH2:16]2.Cl, predict the reaction product. (2) Given the reactants [CH3:1][C:2]1[N:6]([CH:7]([CH3:9])[CH3:8])[C:5]([C:10]2[CH:15]=[CH:14][N:13]=[C:12]([NH:16][CH:17]3[CH2:22][CH2:21][NH:20][CH2:19][CH2:18]3)[N:11]=2)=[CH:4][N:3]=1.[O-:23][C:24]#[N:25].[K+].Cl, predict the reaction product. The product is: [CH3:1][C:2]1[N:6]([CH:7]([CH3:9])[CH3:8])[C:5]([C:10]2[CH:15]=[CH:14][N:13]=[C:12]([NH:16][CH:17]3[CH2:18][CH2:19][N:20]([C:24]([NH2:25])=[O:23])[CH2:21][CH2:22]3)[N:11]=2)=[CH:4][N:3]=1. (3) Given the reactants [CH2:1]([C@H:8]1[CH2:12][O:11][C:10](=[O:13])[N:9]1[C:14](=[O:44])[C@@H:15]([O:42][CH3:43])[C@H:16](O)[C:17]1[C:22]2[S:23][CH:24]=[CH:25][C:21]=2[C:20]([O:26][CH2:27][CH2:28][C:29]2[N:30]=[C:31]([C:35]3[CH:40]=[CH:39][CH:38]=[CH:37][CH:36]=3)[O:32][C:33]=2[CH3:34])=[CH:19][CH:18]=1)[C:2]1[CH:7]=[CH:6][CH:5]=[CH:4][CH:3]=1.C([SiH](CC)CC)C, predict the reaction product. The product is: [CH2:1]([C@H:8]1[CH2:12][O:11][C:10](=[O:13])[N:9]1[C:14](=[O:44])[C@@H:15]([O:42][CH3:43])[CH2:16][C:17]1[C:22]2[S:23][CH:24]=[CH:25][C:21]=2[C:20]([O:26][CH2:27][CH2:28][C:29]2[N:30]=[C:31]([C:35]3[CH:40]=[CH:39][CH:38]=[CH:37][CH:36]=3)[O:32][C:33]=2[CH3:34])=[CH:19][CH:18]=1)[C:2]1[CH:7]=[CH:6][CH:5]=[CH:4][CH:3]=1. (4) Given the reactants [NH2:1][C:2]1[C:7]([F:8])=[C:6]([Cl:9])[N:5]=[C:4]([C:10]([O:12][CH:13]([CH3:15])[CH3:14])=[O:11])[CH:3]=1.O.CCOC(C)=O.CCCCCC.C(Cl)[Cl:30], predict the reaction product. The product is: [NH2:1][C:2]1[C:7]([F:8])=[C:6]([Cl:9])[N:5]=[C:4]([C:10]([O:12][CH:13]([CH3:15])[CH3:14])=[O:11])[C:3]=1[Cl:30]. (5) Given the reactants Cl[C:2]1[C:11]2[C:6](=[CH:7][CH:8]=[CH:9][CH:10]=2)[N:5]=[CH:4][N:3]=1.O.[NH2:13][NH2:14], predict the reaction product. The product is: [NH:13]([C:2]1[C:11]2[C:6](=[CH:7][CH:8]=[CH:9][CH:10]=2)[N:5]=[CH:4][N:3]=1)[NH2:14].